From a dataset of Full USPTO retrosynthesis dataset with 1.9M reactions from patents (1976-2016). Predict the reactants needed to synthesize the given product. (1) Given the product [C:7]([O:11][C:12]([NH:14][CH2:15][CH2:16][O:17][C:18](=[O:32])[CH2:19][O:20][C:21]1[CH:22]=[CH:23][C:24]([CH2:27][CH2:28][CH2:29][CH2:30][N:52]([C:50]([C:43]2[C:42]([NH2:41])=[N:47][C:46]([NH2:48])=[C:45]([Cl:49])[N:44]=2)=[O:51])[C:53]([NH2:56])=[NH:35])=[CH:25][CH:26]=1)=[O:13])([CH3:9])([CH3:8])[CH3:10], predict the reactants needed to synthesize it. The reactants are: C(OC(=O)C)C.[C:7]([O:11][C:12]([NH:14][CH2:15][CH2:16][O:17][C:18](=[O:32])[CH2:19][O:20][C:21]1[CH:26]=[CH:25][C:24]([CH2:27][CH2:28][CH2:29][CH2:30]N)=[CH:23][CH:22]=1)=[O:13])([CH3:10])([CH3:9])[CH3:8].C([N:35](CC)CC)C.I.[NH2:41][C:42]1[C:43]([C:50]([NH:52][C:53](=[NH:56])SC)=[O:51])=[N:44][C:45]([Cl:49])=[C:46]([NH2:48])[N:47]=1. (2) The reactants are: [OH:1][NH:2][C:3](=[NH:9])[C:4]([O:6][CH2:7][CH3:8])=[O:5].[CH2:10](OC(OCC)OCC)C. Given the product [O:1]1[CH:10]=[N:9][C:3]([C:4]([O:6][CH2:7][CH3:8])=[O:5])=[N:2]1, predict the reactants needed to synthesize it. (3) Given the product [O:21]1[C:25]2[CH:26]=[CH:27][C:28]([CH:30]([NH:32][C:2]3[C:3]4[CH2:11][N:10]([C:12]5[CH:19]=[CH:18][C:17]([CH3:20])=[CH:16][C:13]=5[C:14]#[N:15])[CH2:9][CH2:8][C:4]=4[N:5]=[CH:6][N:7]=3)[CH3:31])=[CH:29][C:24]=2[O:23][CH2:22]1, predict the reactants needed to synthesize it. The reactants are: Cl[C:2]1[C:3]2[CH2:11][N:10]([C:12]3[CH:19]=[CH:18][C:17]([CH3:20])=[CH:16][C:13]=3[C:14]#[N:15])[CH2:9][CH2:8][C:4]=2[N:5]=[CH:6][N:7]=1.[O:21]1[C:25]2[CH:26]=[CH:27][C:28]([CH:30]([NH2:32])[CH3:31])=[CH:29][C:24]=2[O:23][CH2:22]1. (4) Given the product [Cl:1][C:2]1[CH:3]=[C:4]([NH:17][C:18]2[C:19]3[CH:26]=[C:25]([C:27]#[C:28][C:30]4[N:35]=[CH:34][CH:33]=[CH:32][N:31]=4)[S:24][C:20]=3[N:21]=[CH:22][N:23]=2)[CH:5]=[CH:6][C:7]=1[O:8][CH2:9][C:10]1[CH:15]=[CH:14][CH:13]=[C:12]([F:16])[CH:11]=1, predict the reactants needed to synthesize it. The reactants are: [Cl:1][C:2]1[CH:3]=[C:4]([NH:17][C:18]2[C:19]3[CH:26]=[C:25]([C:27]#[CH:28])[S:24][C:20]=3[N:21]=[CH:22][N:23]=2)[CH:5]=[CH:6][C:7]=1[O:8][CH2:9][C:10]1[CH:15]=[CH:14][CH:13]=[C:12]([F:16])[CH:11]=1.Br[C:30]1[N:35]=[CH:34][CH:33]=[CH:32][N:31]=1.C(N(CC)CC)C. (5) Given the product [CH2:1]([C:3]1[N:8]=[C:7]([NH:9][C:10]([C:12]2[CH:17]=[CH:16][CH:15]=[C:14]([CH3:18])[N:13]=2)=[O:11])[CH:6]=[CH:5][CH:4]=1)[CH3:2], predict the reactants needed to synthesize it. The reactants are: [C:1]([C:3]1[N:8]=[C:7]([NH:9][C:10]([C:12]2[CH:17]=[CH:16][CH:15]=[C:14]([CH3:18])[N:13]=2)=[O:11])[CH:6]=[CH:5][CH:4]=1)#[CH:2]. (6) Given the product [NH:22]1[CH2:23][CH:20]([CH:17]2[CH2:18][O:19][C:14]3[CH:13]=[CH:12][C:11]([C@H:4]([CH:1]4[CH2:2][CH2:3]4)[C@H:5]([CH3:10])[C:6]([O:8][CH3:9])=[O:7])=[CH:31][C:15]=3[O:16]2)[CH2:21]1, predict the reactants needed to synthesize it. The reactants are: [CH:1]1([C@@H:4]([C:11]2[CH:12]=[CH:13][C:14]3[O:19][CH2:18][CH:17]([CH:20]4[CH2:23][N:22](C(OC(C)(C)C)=O)[CH2:21]4)[O:16][C:15]=3[CH:31]=2)[C@H:5]([CH3:10])[C:6]([O:8][CH3:9])=[O:7])[CH2:3][CH2:2]1.C(O)(C(F)(F)F)=O. (7) Given the product [Cl:1][C:2]1[CH:3]=[C:4]([C@H:24]([OH:26])[CH3:25])[C:5]([C:17]2[CH:22]=[CH:21][CH:20]=[C:19]([F:23])[CH:18]=2)=[C:6]2[C:7]=1[CH:8]=[CH:9][N:11]=[N:10]2, predict the reactants needed to synthesize it. The reactants are: [Cl:1][C:2]1[C:7]([C:8]#[CH:9])=[C:6](/[N:10]=[N:11]/N2CCCC2)[C:5]([C:17]2[CH:22]=[CH:21][CH:20]=[C:19]([F:23])[CH:18]=2)=[C:4]([C@H:24]([OH:26])[CH3:25])[CH:3]=1.